This data is from HIV replication inhibition screening data with 41,000+ compounds from the AIDS Antiviral Screen. The task is: Binary Classification. Given a drug SMILES string, predict its activity (active/inactive) in a high-throughput screening assay against a specified biological target. (1) The result is 0 (inactive). The compound is COC(=O)C(CCCCNC(=O)OCc1ccccc1)NC(=O)C(CCC(=O)OCc1ccccc1)NC(=O)OC(C)(C)C. (2) The molecule is O=C(NC12CC3CC(CC(C3)C1)C2)C(=O)c1c[nH]c2ccc(Cl)cc12. The result is 0 (inactive). (3) The drug is CN1Cc2cc3c(cc2-c2ccccc21)OCO3. The result is 0 (inactive). (4) The drug is CC1C(=O)CCC2(C)CCC(C(C)(C)O)CC12O. The result is 0 (inactive). (5) The molecule is CC(=O)C(=Cn1ccc(=O)[nH]c1=S)C(=O)Nc1ccc(Cl)cc1. The result is 0 (inactive).